Dataset: Peptide-MHC class I binding affinity with 185,985 pairs from IEDB/IMGT. Task: Regression. Given a peptide amino acid sequence and an MHC pseudo amino acid sequence, predict their binding affinity value. This is MHC class I binding data. The peptide sequence is RSLYNTVATLY. The MHC is HLA-B54:01 with pseudo-sequence HLA-B54:01. The binding affinity (normalized) is 0.